This data is from Experimentally validated miRNA-target interactions with 360,000+ pairs, plus equal number of negative samples. The task is: Binary Classification. Given a miRNA mature sequence and a target amino acid sequence, predict their likelihood of interaction. (1) The miRNA is hsa-miR-4711-5p with sequence UGCAUCAGGCCAGAAGACAUGAG. The protein sequence of the target gene is MWWFGGNPSPSDYPNAAIPNFNMHAFVIFSVFLIPLIAYILILPGVRRKRVVTTVTYVLMLAVGGALIASLIYPCWASGSQMIYTQFRGHSNERILAKIGVEIGLQKVNVTLKFERLLSSNDVLPGSDMTELYYNEGFDISGISSMAEALHHGLENGLPYPMLSVLEYFSLNQDSFDWGRHYRVAGHYTHAAIWFAFACWCLSVVLMLFLPHNAYKSILATGISCLIACLVYLLLSPCELRIAFTGENFERVDLTATFSFCFYLIFAIGILCVLCGLGLGICEHWRIYTLSTFLDASLDE.... Result: 0 (no interaction). (2) The miRNA is mmu-miR-194-5p with sequence UGUAACAGCAACUCCAUGUGGA. The protein sequence of the target gene is MKLLVGTLRLWEVGRQVAFSSLTPGQECSGLRKTFWAAMRAVRTRADHQKLGHCVTMGRIMRPDDANVAGNVHGGTILKMIEEAGAIISTRHCNSQNGERCVAALARVERTDFLSPMCIGEVAHVSAEITYTSKHSVEVQVHVMSENILTGTKKLTNKATLWYVPLSLKNVDKVLEVPPIVYLRQEQEEEGRKRYEAQKLERMETKWRNGDIVQPVLNPEPNTVSYSQSSLIHLVGPSDCTLHGFVHGGVTMKLMDEVAGIVAARHCKTNIVTASVDAINFHDKIRKGCVITISGRMTFT.... Result: 0 (no interaction). (3) The miRNA is hsa-miR-3136-5p with sequence CUGACUGAAUAGGUAGGGUCAUU. The protein sequence of the target gene is MGKSCKVVVCGQASVGKTSILEQLLYGNHVVGSEMIETQEDIYVGSIETDRGVREQVRFYDTRGLRDGAELPRHCFSCTDGYVLVYSTDSRESFQRVELLKKEIDKSKDKKEVTIVVLGNKCDLQEQRRVDPDVAQHWAKSEKVKLWEVSVADRRSLLEPFVYLASKMTQPQSKSAFPLSRKNKGSGSLDG. Result: 0 (no interaction). (4) The miRNA is mmu-miR-7007-3p with sequence CCCAUCCACGUUUCUUCU. The protein sequence of the target gene is MSRFFTTGSDSESESSLSGEELVTKPVGGNYGKQPLLLSEDEEDTKRVVRSAKDKRFEELTNLIRTIRNAMKIRDVTKCLEEFELLGKAYGKAKSIVDKEGVPRFYIRILADLEDYLNELWEDKEGKKKMNKNNAKALSTLRQKIRKYNRDFESHITSYKQNPEQSADEDAEKNEEDSEGSSDEDEDEDGVSAATFLKKKSEAPSGESRKFLKKMDDEDEDSEDSEDDEDWDTGSTSSDSDSEEEEGKQTALASRFLKKAPTTDEDKKAAEKKREDKAKKKHDRKSKRLDEEEEDNEGGE.... Result: 0 (no interaction). (5) The miRNA is mmu-miR-3100-3p with sequence CUGUGACACACCCGCUCCCAG. The protein sequence of the target gene is MSRRAPGSRLSSGGGGTKYPRSWNDWQPRTDSASADPDTLKYSSSRDRGVSSSYGLQPSNSAVVSRQRHDDTRGHADIQNDEKGGYSVNGGSGENTYGRKSLGQELRINNVTSPEFTSVQHGSRALATKDMRKSQERSMSYSDESRLSNLLRRITREDDRDRRLATVKQLKEFIQQPENKLVLVKQLDNILAAVHDVLNESSKLLQELRQEGACCLGLLCASLSYEAEKIFKWIFSKFSSSAKDEVKLLYLCATYRALETVGEKKAFSSVMQLVMTSLQSILENVDTPELLCKCVKCILL.... Result: 0 (no interaction). (6) The miRNA is cel-miR-248 with sequence AUACACGUGCACGGAUAACGCUCA. The protein sequence of the target gene is MAQAGRTGYDNREIVMKYIHYKLSQRGYEWDTGDEDSAPLRAAPTPGIFSFQPESNRTPAVHRDTAARTSPLRPLVANAGPALSPVPPVVHLTLRRAGDDFSRRYRRDFAEMSSQLHLTPFTARGRFATVVEELFRDGVNWGRIVAFFEFGGVMCVESVNREMSPLVDNIALWMTEYLNRHLHTWIQDNGGWDAFVELYGPSMRPLFDFSWLSLKTLLSLALVGACITLGAYLGHK. Result: 0 (no interaction). (7) The miRNA is hsa-miR-4762-3p with sequence CUUCUGAUCAAGAUUUGUGGUG. The protein sequence of the target gene is MIPPSSPREDGVDGLPKEAVGAEQPPSPASTSSQESKLQKLKRSLSFKTKSLRSKSADNFFQRTNSEDMKLQAHMVAEISPSSSPLPAPGSLTSTPARAGLHPGGKAHAFQEYIFKKPTFCDVCNHMIVGTNAKHGLRCKACKMSIHHKCTDGLAPQRCMGKLPKGFRRYYSSPLLIHEQFGCIKEVMPIACGNKVDPVYETLRFGTSLAQRTKKGSSGSGSDSPHRTSTSDLVEVPEEANGPGGGYDLRKRSNSVFTYPENGTDDFRDPAKNINHQGSLSKDPLQMNTYVALYKFVPQE.... Result: 1 (interaction). (8) The miRNA is hsa-miR-4486 with sequence GCUGGGCGAGGCUGGCA. The protein sequence of the target gene is MVCVLVLAAAAGAVAVFLILRIWVVLRSMDVTPRESLSILVVAGSGGHTTEILRLLGSLSNAYSPRHYVIADTDEMSANKINSFELDRADRDPSNMYTKYYIHRIPRSREVQQSWPSTVFTTLHSMWLSFPLIHRVKPDLVLCNGPGTCVPICVSALLLGILGIKKVIIVYVESICRVETLSMSGKILFHLSDYFIVQWPALKEKYPKSVYLGRIV. Result: 1 (interaction).